This data is from NCI-60 drug combinations with 297,098 pairs across 59 cell lines. The task is: Regression. Given two drug SMILES strings and cell line genomic features, predict the synergy score measuring deviation from expected non-interaction effect. (1) Cell line: 786-0. Drug 2: C1CN(P(=O)(OC1)NCCCl)CCCl. Drug 1: C1=CC=C(C=C1)NC(=O)CCCCCCC(=O)NO. Synergy scores: CSS=5.41, Synergy_ZIP=-1.89, Synergy_Bliss=-0.513, Synergy_Loewe=-5.77, Synergy_HSA=0.121. (2) Drug 1: CC1=CC2C(CCC3(C2CCC3(C(=O)C)OC(=O)C)C)C4(C1=CC(=O)CC4)C. Drug 2: C1CC(C1)(C(=O)O)C(=O)O.[NH2-].[NH2-].[Pt+2]. Cell line: MOLT-4. Synergy scores: CSS=72.8, Synergy_ZIP=4.90, Synergy_Bliss=6.60, Synergy_Loewe=-9.19, Synergy_HSA=9.20. (3) Drug 1: CN1C2=C(C=C(C=C2)N(CCCl)CCCl)N=C1CCCC(=O)O.Cl. Drug 2: CCCCCOC(=O)NC1=NC(=O)N(C=C1F)C2C(C(C(O2)C)O)O. Cell line: HCT116. Synergy scores: CSS=0.611, Synergy_ZIP=3.48, Synergy_Bliss=9.14, Synergy_Loewe=-1.70, Synergy_HSA=0.723. (4) Drug 1: CCCCCOC(=O)NC1=NC(=O)N(C=C1F)C2C(C(C(O2)C)O)O. Drug 2: CNC(=O)C1=NC=CC(=C1)OC2=CC=C(C=C2)NC(=O)NC3=CC(=C(C=C3)Cl)C(F)(F)F. Cell line: A549. Synergy scores: CSS=-3.39, Synergy_ZIP=-0.227, Synergy_Bliss=-4.06, Synergy_Loewe=-9.37, Synergy_HSA=-5.72. (5) Drug 1: C1=CC(=CC=C1C#N)C(C2=CC=C(C=C2)C#N)N3C=NC=N3. Drug 2: CC1CCC2CC(C(=CC=CC=CC(CC(C(=O)C(C(C(=CC(C(=O)CC(OC(=O)C3CCCCN3C(=O)C(=O)C1(O2)O)C(C)CC4CCC(C(C4)OC)OCCO)C)C)O)OC)C)C)C)OC. Cell line: T-47D. Synergy scores: CSS=11.5, Synergy_ZIP=-4.39, Synergy_Bliss=-5.40, Synergy_Loewe=-13.4, Synergy_HSA=-6.77. (6) Synergy scores: CSS=27.0, Synergy_ZIP=2.98, Synergy_Bliss=4.55, Synergy_Loewe=2.02, Synergy_HSA=2.63. Drug 1: COC1=NC(=NC2=C1N=CN2C3C(C(C(O3)CO)O)O)N. Cell line: CAKI-1. Drug 2: CC(C)(C#N)C1=CC(=CC(=C1)CN2C=NC=N2)C(C)(C)C#N. (7) Drug 1: C1CCN(CC1)CCOC2=CC=C(C=C2)C(=O)C3=C(SC4=C3C=CC(=C4)O)C5=CC=C(C=C5)O. Drug 2: C1=C(C(=O)NC(=O)N1)N(CCCl)CCCl. Cell line: UACC62. Synergy scores: CSS=36.6, Synergy_ZIP=-2.87, Synergy_Bliss=-0.662, Synergy_Loewe=0.605, Synergy_HSA=-0.590.